From a dataset of KCNQ2 potassium channel screen with 302,405 compounds. Binary Classification. Given a drug SMILES string, predict its activity (active/inactive) in a high-throughput screening assay against a specified biological target. (1) The compound is Clc1cc(C(=O)NCc2cc3OCOc3cc2)ccc1. The result is 0 (inactive). (2) The compound is Clc1cc(CC(=O)NNC(=O)CCN2CCN(CC2)Cc2ccccc2)ccc1Cl. The result is 0 (inactive). (3) The compound is S(=O)(=O)(N(c1ccc(OCC)cc1)CC(=O)N\N=C\c1ccc(OCCC)cc1)C. The result is 0 (inactive). (4) The result is 0 (inactive). The molecule is O=C1N(C(=O)C2NN=C(C12)C(=O)c1ccc([N+]([O-])=O)cc1)Cc1ccccc1. (5) The compound is O=C1CN(C(N)=C1c1ccccc1)c1cc(O)ccc1. The result is 0 (inactive).